This data is from Full USPTO retrosynthesis dataset with 1.9M reactions from patents (1976-2016). The task is: Predict the reactants needed to synthesize the given product. Given the product [ClH:13].[ClH:13].[CH3:22][O:23][C:24]1[CH:20]=[C:19]([C:27]2[C@@H:36]3[C@@H:31]([CH2:32][CH:33]=[CH:34][CH2:35]3)[C:30](=[O:37])[N:29]([C:38]3[CH:39]=[CH:40][C:41]([C:44]([N:9]4[CH2:8][CH2:7][N:6]([CH2:5][CH2:4][CH2:3][N:2]([CH3:1])[CH3:12])[CH2:11][CH2:10]4)=[O:45])=[CH:42][CH:43]=3)[N:28]=2)[CH:18]=[CH:17][C:16]=1[O:15][CH3:14], predict the reactants needed to synthesize it. The reactants are: [CH3:1][N:2]([CH3:12])[CH2:3][CH2:4][CH2:5][N:6]1[CH2:11][CH2:10][NH:9][CH2:8][CH2:7]1.[ClH:13].[CH3:14][O:15][C:16]1[C:24]2[O:23][C:22](C)(C)C[C:20]=2[C:19]([C:27]2[C@@H:36]3[C@@H:31]([CH2:32][CH:33]=[CH:34][CH2:35]3)[C:30](=[O:37])[N:29]([C:38]3[CH:43]=[CH:42][C:41]([C:44](N4CCN(C/C=C/C5C=CC=CC=5)CC4)=[O:45])=[CH:40][CH:39]=3)[N:28]=2)=[CH:18][CH:17]=1.